This data is from Forward reaction prediction with 1.9M reactions from USPTO patents (1976-2016). The task is: Predict the product of the given reaction. (1) Given the reactants [C:1]([N:3]=[C:4]([N:7]1[CH2:12][CH2:11][CH:10]([NH:13][C:14]([C:16]2[NH:17][C:18]([CH3:23])=[C:19]([Cl:22])[C:20]=2[Cl:21])=[O:15])[CH2:9][CH2:8]1)[S:5][CH3:6])#[N:2].SC[C:26]([O:28][CH3:29])=[O:27], predict the reaction product. The product is: [NH2:2][C:1]1[N:3]=[C:4]([N:7]2[CH2:12][CH2:11][CH:10]([NH:13][C:14]([C:16]3[NH:17][C:18]([CH3:23])=[C:19]([Cl:22])[C:20]=3[Cl:21])=[O:15])[CH2:9][CH2:8]2)[S:5][C:6]=1[C:26]([O:28][CH3:29])=[O:27]. (2) Given the reactants Cl[C:2]1[N:3]=[CH:4][C:5]([C:8]([O:10][CH3:11])=[O:9])=[N:6][CH:7]=1.[CH3:12][N:13]1[CH:17]=[CH:16][C:15]([NH:18][C:19]([C:21]2[CH:31]=[C:30]([OH:32])[C:24]3[CH2:25][C:26]([CH3:29])([CH3:28])[O:27][C:23]=3[CH:22]=2)=[O:20])=[N:14]1.C([O-])([O-])=O.[Cs+].[Cs+], predict the reaction product. The product is: [CH3:11][O:10][C:8]([C:5]1[CH:4]=[N:3][C:2]([O:32][C:30]2[C:24]3[CH2:25][C:26]([CH3:28])([CH3:29])[O:27][C:23]=3[CH:22]=[C:21]([C:19](=[O:20])[NH:18][C:15]3[CH:16]=[CH:17][N:13]([CH3:12])[N:14]=3)[CH:31]=2)=[CH:7][N:6]=1)=[O:9].